Dataset: Full USPTO retrosynthesis dataset with 1.9M reactions from patents (1976-2016). Task: Predict the reactants needed to synthesize the given product. The reactants are: Cl[CH2:2][CH2:3][NH:4][C:5]([NH:7][CH:8]1[CH2:13][CH2:12][N:11]([S:14]([C:17]2[CH:22]=[C:21]([C:23]#[N:24])[CH:20]=[CH:19][C:18]=2[O:25][C:26]2[CH:31]=[C:30]([Cl:32])[CH:29]=[C:28]([Cl:33])[CH:27]=2)(=[O:16])=[O:15])[CH2:10][CH2:9]1)=[O:6].C(=O)([O-])[O-].[K+].[K+].[NH:40]1[CH2:45][CH2:44][O:43][CH2:42][CH2:41]1. Given the product [C:23]([C:21]1[CH:20]=[CH:19][C:18]([O:25][C:26]2[CH:27]=[C:28]([Cl:33])[CH:29]=[C:30]([Cl:32])[CH:31]=2)=[C:17]([S:14]([N:11]2[CH2:10][CH2:9][CH:8]([NH:7][C:5]([NH:4][CH2:3][CH2:2][N:40]3[CH2:45][CH2:44][O:43][CH2:42][CH2:41]3)=[O:6])[CH2:13][CH2:12]2)(=[O:15])=[O:16])[CH:22]=1)#[N:24], predict the reactants needed to synthesize it.